From a dataset of Cav3 T-type calcium channel HTS with 100,875 compounds. Binary Classification. Given a drug SMILES string, predict its activity (active/inactive) in a high-throughput screening assay against a specified biological target. (1) The compound is S(=O)(=O)(c1cc2CC(N(c2cc1)C(=O)CC)C)CCC(=O)NC1CCCC1. The result is 0 (inactive). (2) The compound is Clc1ccc(Cn2c3c(nc2NC(=O)c2occc2)cccc3)cc1. The result is 0 (inactive). (3) The compound is O=C1N(C(=O)CC1Cc1ccc(cc1)C)CC(O)=O. The result is 0 (inactive). (4) The drug is S(CC(=O)N1CCOCC1)c1n(c(nn1)C(C)C)C. The result is 0 (inactive). (5) The drug is Brc1c(S(=O)(=O)N(C(COCc2ccccc2)C=C)Cc2ccccc2)cccc1. The result is 0 (inactive). (6) The compound is O1CCN(CC(=O)N2CCN(CC2)c2nc3c(cc2)cccc3)CC1. The result is 0 (inactive). (7) The compound is Clc1ccc(c2[nH]nc3OC(N)=C(C4(c5c(N(C4=O)C)cccc5)c23)C#N)cc1. The result is 0 (inactive). (8) The compound is O=C1N(C(=O)CC1N(c1cc(cc(c1)C)C)C(=O)c1occc1)c1cc(cc(c1)C)C. The result is 0 (inactive). (9) The compound is Clc1ccc(N\C(C)=C(\C(=O)N)C#N)cc1. The result is 0 (inactive).